This data is from Full USPTO retrosynthesis dataset with 1.9M reactions from patents (1976-2016). The task is: Predict the reactants needed to synthesize the given product. (1) Given the product [ClH:31].[CH3:1][O:2][C:3]1[C:8]([C:9]2[C:22]3[C:17](=[CH:18][C:19]([O:25][CH2:26][CH3:27])=[C:20]([O:23][CH3:24])[CH:21]=3)[C@@H:16]3[C@@H:11]([CH2:12][CH2:13][C@@H:14]([OH:28])[CH2:15]3)[N:10]=2)=[CH:7][CH:6]=[C:5]([O:29][CH3:30])[N:4]=1, predict the reactants needed to synthesize it. The reactants are: [CH3:1][O:2][C:3]1[C:8]([C:9]2[C:22]3[C:17](=[CH:18][C:19]([O:25][CH2:26][CH3:27])=[C:20]([O:23][CH3:24])[CH:21]=3)[C@@H:16]3[C@@H:11]([CH2:12][CH2:13][C@@H:14]([OH:28])[CH2:15]3)[N:10]=2)=[CH:7][CH:6]=[C:5]([O:29][CH3:30])[N:4]=1.[ClH:31]. (2) Given the product [C:1]([C:3]1[CH:4]=[C:5]([CH:19]=[CH:20][CH:21]=1)[CH2:6][CH:7]1[C:14]2[CH:13]=[C:12]([C:15]([OH:17])=[O:16])[NH:11][C:10]=2[CH2:9][CH2:8]1)(=[O:23])[NH2:2].[C:1]([C:3]1[CH:4]=[C:5]([CH:19]=[CH:20][CH:21]=1)[CH2:6][CH:7]1[C:14]2[CH:13]=[C:12]([C:15]([OH:17])=[O:16])[NH:11][C:10]=2[CH2:9][CH2:8]1)#[N:2], predict the reactants needed to synthesize it. The reactants are: [C:1]([C:3]1[CH:4]=[C:5]([CH:19]=[CH:20][CH:21]=1)[CH2:6][CH:7]1[C:14]2[CH:13]=[C:12]([C:15]([O:17]C)=[O:16])[NH:11][C:10]=2[CH2:9][CH2:8]1)#[N:2].[Li+].[OH-:23].